The task is: Predict the product of the given reaction.. This data is from Forward reaction prediction with 1.9M reactions from USPTO patents (1976-2016). (1) Given the reactants Cl.[CH2:2]1[C:6]2([CH2:11][CH2:10][CH2:9][NH:8][CH2:7]2)[CH2:5][CH2:4][N:3]1[CH2:12][C@@H:13]([C:15]1[CH:24]=[CH:23][C:18]2[C:19](=[O:22])[O:20][CH2:21][C:17]=2[C:16]=1[CH3:25])[OH:14].[N:26]1([C:31]2[CH:39]=[CH:38][C:34]([C:35](O)=[O:36])=[CH:33][N:32]=2)[CH:30]=[N:29][N:28]=[N:27]1, predict the reaction product. The product is: [N:26]1([C:31]2[CH:39]=[CH:38][C:34]([C:35]([N:8]3[CH2:9][CH2:10][CH2:11][C:6]4([CH2:2][N:3]([CH2:12][C@@H:13]([C:15]5[C:16]([CH3:25])=[C:17]6[C:18](=[CH:23][CH:24]=5)[C:19](=[O:22])[O:20][CH2:21]6)[OH:14])[CH2:4][CH2:5]4)[CH2:7]3)=[O:36])=[CH:33][N:32]=2)[CH:30]=[N:29][N:28]=[N:27]1. (2) Given the reactants Br[C:2]1[CH:7]=[CH:6][C:5]([Br:8])=[CH:4][N:3]=1.[OH:9][CH:10]1[CH2:15][CH2:14][NH:13][CH2:12][CH2:11]1.C(=O)([O-])[O-].[K+].[K+], predict the reaction product. The product is: [OH:9][CH:10]1[CH2:15][CH2:14][N:13]([C:2]2[CH:7]=[CH:6][C:5]([Br:8])=[CH:4][N:3]=2)[CH2:12][CH2:11]1. (3) Given the reactants [F:1][CH:2]([F:24])[O:3][CH:4]([C:9]1[CH:23]=[CH:22][C:12]2[C:13]3[CH:21]=[CH:20][CH:19]=[CH:18][C:14]=3[O:15][CH:16](O)[C:11]=2[CH:10]=1)[S:5]([NH2:8])(=[O:7])=[O:6].[CH2:25]([Si](C)(C)C)[CH:26]=[CH2:27].B(F)(F)F.CCOCC.C(=O)(O)[O-].[Na+], predict the reaction product. The product is: [F:24][CH:2]([F:1])[O:3][CH:4]([C:9]1[CH:23]=[CH:22][C:12]2[C:13]3[CH:21]=[CH:20][CH:19]=[CH:18][C:14]=3[O:15][CH:16]([CH2:27][CH:26]=[CH2:25])[C:11]=2[CH:10]=1)[S:5]([NH2:8])(=[O:6])=[O:7]. (4) The product is: [CH3:7][C:6]1[C:2]([Sn:26]([CH2:28][CH2:29][CH2:30][CH3:31])([CH2:32][CH2:33][CH2:34][CH3:35])[CH2:22][CH2:23][CH2:24][CH3:25])=[N:3][N:4]([CH2:8][CH2:9][O:10][CH:11]2[CH2:16][CH2:15][CH2:14][CH2:13][O:12]2)[CH:5]=1. Given the reactants I[C:2]1[C:6]([CH3:7])=[CH:5][N:4]([CH2:8][CH2:9][O:10][CH:11]2[CH2:16][CH2:15][CH2:14][CH2:13][O:12]2)[N:3]=1.C([Li])CCC.[CH2:22]([Sn:26]([CH2:32][CH2:33][CH2:34][CH3:35])([CH2:28][CH2:29][CH2:30][CH3:31])Cl)[CH2:23][CH2:24][CH3:25].C(=O)(O)[O-].[Na+], predict the reaction product.